From a dataset of CYP2C19 inhibition data for predicting drug metabolism from PubChem BioAssay. Regression/Classification. Given a drug SMILES string, predict its absorption, distribution, metabolism, or excretion properties. Task type varies by dataset: regression for continuous measurements (e.g., permeability, clearance, half-life) or binary classification for categorical outcomes (e.g., BBB penetration, CYP inhibition). Dataset: cyp2c19_veith. (1) The compound is O=C(c1cnccn1)N1CCC2(CC1)CN(Cc1nccs1)C2. The result is 0 (non-inhibitor). (2) The compound is O=C(c1cnccn1)N1CCC2(CCCN(c3ccc(-c4ccccc4)cc3)C2)CC1. The result is 0 (non-inhibitor). (3) The result is 0 (non-inhibitor). The compound is CC(C)(C)N1C(=O)[C@H]2CC[C@@H]3/C(=N\NC(=O)OCc4ccccc4)C[C@@H](O)[C@@H](O)[C@@H]3[C@@H]2C1=O. (4) The compound is Cc1cccc(CNc2ncncc2-c2ccc3c(c2)OCO3)c1. The result is 1 (inhibitor). (5) The compound is Cc1nn2c(C)nc3sc4c(c3c2nc1=O)CC(C)(C)OC4. The result is 0 (non-inhibitor). (6) The molecule is COc1ccc(-c2nc3cnc(N(C)C)nc3n(CCc3ccccc3)c2=O)cc1. The result is 0 (non-inhibitor). (7) The drug is Nc1ccn([C@@H]2O[C@@H](CO)[C@@H](O)[C@H]2O)c(=O)n1. The result is 0 (non-inhibitor). (8) The compound is COCCn1c(=O)c(-c2ccc(F)cc2)nc2cnc(Nc3cccc(OC)c3)nc21. The result is 0 (non-inhibitor). (9) The molecule is O=C(O)CC[C@@]1(c2ccccc2)NC(=O)NC1=O. The result is 0 (non-inhibitor). (10) The drug is Nc1ccccc1.O=P(O)(O)c1ccccc1. The result is 0 (non-inhibitor).